The task is: Binary Classification. Given a drug SMILES string, predict its activity (active/inactive) in a high-throughput screening assay against a specified biological target.. This data is from HIV replication inhibition screening data with 41,000+ compounds from the AIDS Antiviral Screen. (1) The drug is Clc1ccc2cccc3c2c1C1OC3c2ccccc21. The result is 0 (inactive). (2) The drug is N#CC(=Cc1ccccc1Cc1ccccn1)c1ccccc1.O=[N+]([O-])c1cc([N+](=O)[O-])c(O)c([N+](=O)[O-])c1. The result is 0 (inactive).